From a dataset of Drug-target binding data from BindingDB using IC50 measurements. Regression. Given a target protein amino acid sequence and a drug SMILES string, predict the binding affinity score between them. We predict pIC50 (pIC50 = -log10(IC50 in M); higher means more potent). Dataset: bindingdb_ic50. The compound is N=C(N)NN=Cc1cccc(C(=N)N)n1. The target protein (P36633) has sequence MCLAFGWAAVILVLQTVDTASAVRTPYDKARVFADLSPQEIKAVHSFLMNREELGLQPSKEPTLAKNSVFLIEMLLPKKKHVLKFLDEGRKGPNREARAVIFFGAQDYPNVTEFAVGPLPRPYYIRALSPRPGHHLSWSSRPISTAEYDLLYHTLKRATMPLHQFFLDTTGFSFLGCDDRCLTFTDVAPRGVASGQRRSWFIVQRYVEGYFLHPTGLEILLDHGSTDVQDWRVEQLWYNGKFYNNPEELARKYAVGEVDTVVLEDPLPNGTEKPPLFSSYKPRGEFHTPVNVAGPHVVQPSGPRYKLEGNTVLYGGWSFSYRLRSSSGLQIFNVLFGGERVAYEVSVQEAVALYGGHTPAGMQTKYIDVGWGLGSVTHELAPGIDCPETATFLDAFHYYDSDGPVHYPHALCLFEMPTGVPLRRHFNSNFKGGFNFYAGLKGYVLVLRTTSTVYNYDYIWDFIFYSNGVMEAKMHATGYVHATFYTPEGLRHGTRLQTHL.... The pIC50 is 6.1.